This data is from Full USPTO retrosynthesis dataset with 1.9M reactions from patents (1976-2016). The task is: Predict the reactants needed to synthesize the given product. (1) Given the product [Cl:20][C:21]1[C:22](=[O:29])[N:23]([CH3:28])[N:24]=[C:25]([C:5]2[NH:6][C:7]3[C:3]([CH:4]=2)=[C:2]([F:1])[CH:10]=[CH:9][CH:8]=3)[CH:26]=1, predict the reactants needed to synthesize it. The reactants are: [F:1][C:2]1[CH:10]=[CH:9][CH:8]=[C:7]2[C:3]=1[CH:4]=[C:5](B1OC(C)(C)C(C)(C)O1)[NH:6]2.[Cl:20][C:21]1[C:22](=[O:29])[N:23]([CH3:28])[N:24]=[C:25](Cl)[CH:26]=1.C([O-])([O-])=O.[Cs+].[Cs+]. (2) Given the product [NH2:1][C:4]1[CH:21]=[CH:20][C:7]([O:8][C:9]2[CH:10]=[C:11]3[C:15](=[CH:16][CH:17]=2)[C:14](=[O:18])[NH:13][C:12]3=[O:19])=[CH:6][CH:5]=1, predict the reactants needed to synthesize it. The reactants are: [N+:1]([C:4]1[CH:21]=[CH:20][C:7]([O:8][C:9]2[CH:10]=[C:11]3[C:15](=[CH:16][CH:17]=2)[C:14](=[O:18])[NH:13][C:12]3=[O:19])=[CH:6][CH:5]=1)([O-])=O. (3) Given the product [CH3:1][C:2]1[N:7]=[CH:6][C:5]([O:8][C:17]2[C:26]3[C:25](=[O:27])[N:24]([CH2:28][C:29]4[CH:30]=[CH:31][C:32]([O:35][CH3:36])=[CH:33][CH:34]=4)[C:23](=[O:37])[N:22]([C:38]4[CH:43]=[CH:42][C:41]([I:44])=[CH:40][C:39]=4[F:45])[C:21]=3[N:20]([CH3:46])[C:19](=[O:47])[CH:18]=2)=[CH:4][CH:3]=1, predict the reactants needed to synthesize it. The reactants are: [CH3:1][C:2]1[N:7]=[CH:6][C:5]([OH:8])=[CH:4][CH:3]=1.[H-].[Na+].FC(F)(F)S(O[C:17]1[C:26]2[C:25](=[O:27])[N:24]([CH2:28][C:29]3[CH:34]=[CH:33][C:32]([O:35][CH3:36])=[CH:31][CH:30]=3)[C:23](=[O:37])[N:22]([C:38]3[CH:43]=[CH:42][C:41]([I:44])=[CH:40][C:39]=3[F:45])[C:21]=2[N:20]([CH3:46])[C:19](=[O:47])[CH:18]=1)(=O)=O. (4) Given the product [CH3:1][O:2][C:3]1[CH:4]=[C:5]([CH:11]([CH3:16])[C:12]([OH:14])=[O:13])[CH:6]=[CH:7][C:8]=1[O:9][CH3:10], predict the reactants needed to synthesize it. The reactants are: [CH3:1][O:2][C:3]1[CH:4]=[C:5]([CH:11]([CH3:16])[C:12]([O:14]C)=[O:13])[CH:6]=[CH:7][C:8]=1[O:9][CH3:10].C1(OC2C=CC(CC(O)=O)=CC=2OC)CCC1. (5) Given the product [Br:1][C:2]1[CH:7]=[CH:6][C:5]([N:8]2[C:22](=[O:21])[C:24]3[N:25]=[CH:26][N:27]([C:30]4[CH:31]=[CH:32][CH:33]=[CH:34][CH:35]=4)[C:28]=3[N:29]=[C:9]2[C:10]2[CH:15]=[CH:14][C:13]([Cl:16])=[CH:12][C:11]=2[Cl:17])=[CH:4][CH:3]=1, predict the reactants needed to synthesize it. The reactants are: [Br:1][C:2]1[CH:7]=[CH:6][C:5]([N:8]=[C:9](Cl)[C:10]2[CH:15]=[CH:14][C:13]([Cl:16])=[CH:12][C:11]=2[Cl:17])=[CH:4][CH:3]=1.C([O:21][C:22]([C:24]1[N:25]=[CH:26][N:27]([C:30]2[CH:35]=[CH:34][CH:33]=[CH:32][CH:31]=2)[C:28]=1[NH2:29])=O)C. (6) Given the product [CH2:1]([C:4]1[C:12]([OH:13])=[CH:11][C:10]([CH3:14])=[C:9]2[C:5]=1[CH:6]=[CH:7][N:8]2[C:20]([O:19][C:16]([CH3:18])([CH3:17])[CH3:15])=[O:21])[CH:2]=[CH2:3], predict the reactants needed to synthesize it. The reactants are: [CH2:1]([C:4]1[C:12]([OH:13])=[CH:11][C:10]([CH3:14])=[C:9]2[C:5]=1[CH:6]=[CH:7][NH:8]2)[CH:2]=[CH2:3].[CH3:15][C:16]([O:19][C:20](O[C:20]([O:19][C:16]([CH3:18])([CH3:17])[CH3:15])=[O:21])=[O:21])([CH3:18])[CH3:17].C([O-])([O-])=O.[K+].[K+].CC(O)=O. (7) Given the product [C:22]([C:24]1[CH:25]=[C:26]([CH:30]=[CH:31][C:32]([NH:2][C@H:3]([C:14]([OH:16])=[O:15])[CH2:4][C:5]2[C:13]3[C:8](=[CH:9][CH:10]=[CH:11][CH:12]=3)[NH:7][CH:6]=2)=[O:33])[CH:27]=[CH:28][CH:29]=1)#[N:23], predict the reactants needed to synthesize it. The reactants are: O.[NH2:2][C@H:3]([C:14]([OH:16])=[O:15])[CH2:4][C:5]1[C:13]2[C:8](=[CH:9][CH:10]=[CH:11][CH:12]=2)[NH:7][CH:6]=1.C(=O)([O-])O.[Na+].[C:22]([C:24]1[CH:25]=[C:26]([CH:30]=[CH:31][C:32](ON2C(=O)CCC2=O)=[O:33])[CH:27]=[CH:28][CH:29]=1)#[N:23].